Dataset: Catalyst prediction with 721,799 reactions and 888 catalyst types from USPTO. Task: Predict which catalyst facilitates the given reaction. (1) Reactant: C[Al](C)C.[CH:5]([NH2:8])([CH3:7])[CH3:6].CO[C:11](=[O:35])[C:12]1[CH:17]=[CH:16][C:15]([O:18][CH2:19][C:20]2[C:21]([C:27]3[CH:32]=[CH:31][C:30]([F:33])=[C:29]([F:34])[CH:28]=3)=[N:22][O:23][C:24]=2[CH2:25][OH:26])=[N:14][CH:13]=1. Product: [F:34][C:29]1[CH:28]=[C:27]([C:21]2[C:20]([CH2:19][O:18][C:15]3[CH:16]=[CH:17][C:12]([C:11]([NH:8][CH:5]([CH3:7])[CH3:6])=[O:35])=[CH:13][N:14]=3)=[C:24]([CH2:25][OH:26])[O:23][N:22]=2)[CH:32]=[CH:31][C:30]=1[F:33]. The catalyst class is: 12. (2) Reactant: C(O[C:6]([N:8]1[CH2:13][CH2:12][NH:11][CH2:10][CH2:9]1)=[O:7])(C)(C)C.[CH2:14]([O:16][C:17](=[O:52])[CH2:18][CH2:19][C:20]1[C:49]([CH3:50])=[N:48][C:23]2[N:24]([CH2:31][C:32]3[CH:37]=[CH:36][C:35]([C@H:38]([CH:42]4[CH2:47][CH2:46][O:45][CH2:44][CH2:43]4)C(O)=O)=[CH:34][CH:33]=3)[C:25]3[C:30]([C:22]=2[C:21]=1[CH3:51])=[CH:29][CH:28]=[CH:27][CH:26]=3)[CH3:15].[ClH:53].C(N=C=NCCCN(C)C)C.ON1C2C=CC=CC=2N=N1.C(=O)(O)[O-].[Na+].Cl. Product: [ClH:53].[ClH:53].[CH3:50][C:49]1[C:20]([CH2:19][CH2:18][C:17]([O:16][CH2:14][CH3:15])=[O:52])=[C:21]([CH3:51])[C:22]2[C:30]3[C:25](=[CH:26][CH:27]=[CH:28][CH:29]=3)[N:24]([CH2:31][C:32]3[CH:33]=[CH:34][C:35]([C@H:38]([CH:42]4[CH2:47][CH2:46][O:45][CH2:44][CH2:43]4)[C:6](=[O:7])[N:8]4[CH2:9][CH2:10][NH:11][CH2:12][CH2:13]4)=[CH:36][CH:37]=3)[C:23]=2[N:48]=1. The catalyst class is: 39. (3) Reactant: [CH3:1][O:2][C:3]1[CH:4]=[CH:5][C:6]2[O:10][N:9]=[C:8]([CH3:11])[C:7]=2[CH:12]=1.I[CH2:14][CH:15]1[CH2:20][CH2:19][N:18]([C:21]([O:23][C:24]([CH3:27])([CH3:26])[CH3:25])=[O:22])[CH2:17][CH2:16]1.[Li+].CC([N-]C(C)C)C. Product: [CH3:1][O:2][C:3]1[CH:4]=[CH:5][C:6]2[O:10][N:9]=[C:8]([CH2:11][CH2:14][CH:15]3[CH2:20][CH2:19][N:18]([C:21]([O:23][C:24]([CH3:25])([CH3:27])[CH3:26])=[O:22])[CH2:17][CH2:16]3)[C:7]=2[CH:12]=1. The catalyst class is: 1. (4) Reactant: [OH-].[Na+].[CH2:3]([O:5][C:6]1[CH:11]=[C:10](/[CH:12]=[C:13](\[CH2:19][CH3:20])/[C:14]([O:16]CC)=[O:15])[CH:9]=[CH:8][C:7]=1[C:21]1[CH:26]=[CH:25][CH:24]=[C:23]([N:27]([CH3:38])[C:28]([NH:30][CH2:31][CH2:32][CH2:33][CH2:34][CH2:35][CH2:36][CH3:37])=[O:29])[CH:22]=1)[CH3:4]. Product: [CH2:3]([O:5][C:6]1[CH:11]=[C:10](/[CH:12]=[C:13](\[CH2:19][CH3:20])/[C:14]([OH:16])=[O:15])[CH:9]=[CH:8][C:7]=1[C:21]1[CH:26]=[CH:25][CH:24]=[C:23]([N:27]([CH3:38])[C:28]([NH:30][CH2:31][CH2:32][CH2:33][CH2:34][CH2:35][CH2:36][CH3:37])=[O:29])[CH:22]=1)[CH3:4]. The catalyst class is: 8. (5) Reactant: [Br:1][C:2]1[C:7](=[O:8])[N:6]2[CH:9]=[CH:10][CH:11]=[CH:12][C:5]2=[N:4][C:3]=1[CH:13](O)[CH3:14].[C:16]1(=[O:26])[NH:20][C:19](=[O:21])[C:18]2=[CH:22][CH:23]=[CH:24][CH:25]=[C:17]12.C1C=CC(P(C2C=CC=CC=2)C2C=CC=CC=2)=CC=1.CC(OC(/N=N/C(OC(C)C)=O)=O)C. Product: [Br:1][C:2]1[C:7](=[O:8])[N:6]2[CH:9]=[CH:10][CH:11]=[CH:12][C:5]2=[N:4][C:3]=1[CH:13]([N:20]1[C:16](=[O:26])[C:17]2[C:18](=[CH:22][CH:23]=[CH:24][CH:25]=2)[C:19]1=[O:21])[CH3:14]. The catalyst class is: 1. (6) Reactant: [H-].[Na+].[CH3:3][N:4]([CH3:8])[CH2:5][CH2:6][OH:7].[CH2:9]([O:16][C:17]1[C:22]([CH3:23])=[CH:21][C:20]([C:24]2[NH:33][C:32](=[O:34])[C:31]3[C:26](=[CH:27][C:28](F)=[CH:29][CH:30]=3)[N:25]=2)=[CH:19][C:18]=1[CH3:36])[C:10]1[CH:15]=[CH:14][CH:13]=[CH:12][CH:11]=1.Cl. Product: [CH2:9]([O:16][C:17]1[C:18]([CH3:36])=[CH:19][C:20]([C:24]2[NH:33][C:32](=[O:34])[C:31]3[C:26](=[CH:27][C:28]([O:7][CH2:6][CH2:5][N:4]([CH3:8])[CH3:3])=[CH:29][CH:30]=3)[N:25]=2)=[CH:21][C:22]=1[CH3:23])[C:10]1[CH:11]=[CH:12][CH:13]=[CH:14][CH:15]=1. The catalyst class is: 18. (7) Product: [Br:1][C:2]1[C:3]2[S:11][N:6]=[CH:5][C:4]=2[CH:8]=[CH:9][CH:10]=1. Reactant: [Br:1][C:2]1[C:3]([S:11]C(C)(C)C)=[C:4]([CH:8]=[CH:9][CH:10]=1)/[CH:5]=[N:6]/O.CC1C=CC(S(O)(=O)=O)=CC=1.O. The catalyst class is: 51. (8) Reactant: [CH3:1][C:2]1[NH:3][C:4](=O)[C:5]2[N:11]=[C:10]([C:12]3[CH:17]=[CH:16][C:15]([O:18][CH3:19])=[C:14]([O:20][CH3:21])[CH:13]=3)[CH:9]=[CH:8][C:6]=2[N:7]=1.N1C(C)=CC=CC=1C.O=P(Cl)(Cl)[Cl:33]. Product: [CH3:1][C:2]1[N:3]=[C:4]([Cl:33])[C:5]2[N:11]=[C:10]([C:12]3[CH:17]=[CH:16][C:15]([O:18][CH3:19])=[C:14]([O:20][CH3:21])[CH:13]=3)[CH:9]=[CH:8][C:6]=2[N:7]=1. The catalyst class is: 133. (9) Reactant: CCN(C(C)C)C(C)C.[NH2:10][CH2:11][C@H:12]1[CH2:17][CH2:16][C@H:15]([CH2:18][NH:19][C:20](=[O:26])[O:21][C:22]([CH3:25])([CH3:24])[CH3:23])[CH2:14][CH2:13]1.[Cl:27][C:28]1[CH:29]=[C:30]([CH:34]=[C:35]([O:37][CH3:38])[N:36]=1)[C:31](O)=[O:32].CN(C(ON1N=NC2C=CC=CC1=2)=[N+](C)C)C.[B-](F)(F)(F)F. Product: [Cl:27][C:28]1[CH:29]=[C:30]([CH:34]=[C:35]([O:37][CH3:38])[N:36]=1)[C:31]([NH:10][CH2:11][C@H:12]1[CH2:13][CH2:14][C@H:15]([CH2:18][NH:19][C:20](=[O:26])[O:21][C:22]([CH3:23])([CH3:25])[CH3:24])[CH2:16][CH2:17]1)=[O:32]. The catalyst class is: 18.